Dataset: Full USPTO retrosynthesis dataset with 1.9M reactions from patents (1976-2016). Task: Predict the reactants needed to synthesize the given product. (1) Given the product [Sn:16]([F:6])([CH2:2][CH2:3][CH2:4][CH3:5])([CH2:12][CH2:13][CH2:14][CH3:15])[CH2:2][CH2:3][CH2:4][CH3:5], predict the reactants needed to synthesize it. The reactants are: S1[CH:5]=[CH:4][CH:3]=[CH:2]1.[F-:6].[Cs+].ClCCl.S1[CH:15]=[CH:14][CH:13]=[C:12]1[SnH3:16]. (2) Given the product [ClH:1].[NH2:2][CH:3]([C:7]1[N:8]=[C:9]([CH3:13])[O:10][C:11]=1[CH3:12])[C:4]([O:6][CH3:15])=[O:5], predict the reactants needed to synthesize it. The reactants are: [ClH:1].[NH2:2][CH:3]([C:7]1[N:8]=[C:9]([CH3:13])[O:10][C:11]=1[CH3:12])[C:4]([OH:6])=[O:5].Cl.[CH3:15]O.